The task is: Predict the reaction yield, written as a fraction of the theoretical maximum amount of product (1.0 means a 100% yield; for example, 0.34 means a 34% yield).. This data is from Reaction yield outcomes from USPTO patents with 853,638 reactions. (1) The reactants are [OH-].[CH2:2]([N+:4]([CH2:10][CH3:11])([CH2:6][CH2:7][O:8][CH3:9])[CH3:5])[CH3:3].[CH3:12][O:13][CH2:14][CH2:15][O:16][CH2:17][CH2:18][C:19]([OH:21])=[O:20]. No catalyst specified. The product is [CH3:12][O:13][CH2:14][CH2:15][O:16][CH2:17][CH2:18][C:19]([O-:21])=[O:20].[CH2:2]([N+:4]([CH2:10][CH3:11])([CH2:6][CH2:7][O:8][CH3:9])[CH3:5])[CH3:3]. The yield is 1.00. (2) The reactants are [CH2:1]([C:3]1[CH:8]=[CH:7][C:6]([OH:9])=[CH:5][C:4]=1[C:10]1[CH:15]=[CH:14][C:13]([C:16](=[O:19])[CH2:17][CH3:18])=[CH:12][C:11]=1[CH2:20][CH2:21][CH3:22])[CH3:2].[CH2:23]([Mg]Br)[CH3:24].[Cl-].[NH4+]. The catalyst is O1CCCC1.C(OCC)C.O. The product is [CH2:1]([C:3]1[C:4]([C:10]2[CH:15]=[CH:14][C:13]([C:16]([CH2:23][CH3:24])([OH:19])[CH2:17][CH3:18])=[CH:12][C:11]=2[CH2:20][CH2:21][CH3:22])=[CH:5][C:6]([OH:9])=[CH:7][CH:8]=1)[CH3:2]. The yield is 0.640. (3) The reactants are [OH:1]/[N:2]=[CH:3]/[C:4]1[C:12]2[N:8]([CH:9]=[CH:10][CH:11]=2)[C:7]([C:13]([O:15][CH2:16][CH3:17])=[O:14])=[CH:6][CH:5]=1.C(O)(=O)C.C(O)(=O)C.IC1C=CC=CC=1.C(OI(C1C=CC=CC=1)OC(=O)C)(=O)C.[Cl:48][C:49]1[CH:54]=[C:53]([C:55]([C:57]([F:60])([F:59])[F:58])=[CH2:56])[CH:52]=[C:51]([Cl:61])[CH:50]=1. The catalyst is C1COCC1. The product is [Cl:48][C:49]1[CH:54]=[C:53]([C:55]2([C:57]([F:60])([F:58])[F:59])[O:1][N:2]=[C:3]([C:4]3[C:12]4[N:8]([CH:9]=[CH:10][CH:11]=4)[C:7]([C:13]([O:15][CH2:16][CH3:17])=[O:14])=[CH:6][CH:5]=3)[CH2:56]2)[CH:52]=[C:51]([Cl:61])[CH:50]=1. The yield is 0.230. (4) The reactants are C([O:3][C:4](=[O:48])[CH2:5][CH2:6][CH2:7][O:8][C:9]1[CH:14]=[CH:13][CH:12]=[C:11]([CH2:15][CH2:16][CH2:17][CH2:18][CH2:19][CH2:20][O:21][C:22]2[CH:23]=[C:24]([C:34]3[CH:39]=[CH:38][C:37]([Cl:40])=[CH:36][CH:35]=3)[CH:25]=[C:26]([S:28]([CH:31]([CH3:33])[CH3:32])(=[O:30])=[O:29])[CH:27]=2)[C:10]=1[CH2:41][CH2:42][C:43]([O:45]CC)=[O:44])C.[OH-].[Na+]. No catalyst specified. The product is [C:43]([CH2:42][CH2:41][C:10]1[C:11]([CH2:15][CH2:16][CH2:17][CH2:18][CH2:19][CH2:20][O:21][C:22]2[CH:23]=[C:24]([C:34]3[CH:35]=[CH:36][C:37]([Cl:40])=[CH:38][CH:39]=3)[CH:25]=[C:26]([S:28]([CH:31]([CH3:33])[CH3:32])(=[O:29])=[O:30])[CH:27]=2)=[CH:12][CH:13]=[CH:14][C:9]=1[O:8][CH2:7][CH2:6][CH2:5][C:4]([OH:48])=[O:3])([OH:45])=[O:44]. The yield is 0.470.